From a dataset of Full USPTO retrosynthesis dataset with 1.9M reactions from patents (1976-2016). Predict the reactants needed to synthesize the given product. (1) Given the product [CH3:17][O:16][C:10]1[CH:9]=[C:8]([CH:13]=[CH:12][C:11]=1[O:14][CH3:15])[CH2:7][NH:6][C:4]([C:3]1[C:2]([C:25]2[CH:24]=[N:23][CH:28]=[CH:27][CH:26]=2)=[N:21][CH:20]=[C:19]([C:50]2[CH:51]=[C:52]([CH3:54])[CH:53]=[C:48]([CH3:47])[CH:49]=2)[CH:18]=1)=[O:5], predict the reactants needed to synthesize it. The reactants are: Cl[C:2]1[N:21]=[CH:20][C:19](Cl)=[CH:18][C:3]=1[C:4]([NH:6][CH2:7][C:8]1[CH:13]=[CH:12][C:11]([O:14][CH3:15])=[C:10]([O:16][CH3:17])[CH:9]=1)=[O:5].[N:23]1[CH:28]=[CH:27][CH:26]=[C:25](B(O)O)[CH:24]=1.C1(CNCC2CCCCC2)CCCCC1.[CH3:47][C:48]1[CH:49]=[C:50](B(O)O)[CH:51]=[C:52]([CH3:54])[CH:53]=1. (2) The reactants are: [CH3:1][C:2]1[CH:7]=[CH:6][C:5]([S:8][C:9]2[CH:14]=[CH:13][CH:12]=[CH:11][CH:10]=2)=[CH:4][C:3]=1[N+:15]([O-:17])=[O:16].[OH:18]OS([O-])=O.[K+].[OH2:24]. Given the product [CH3:1][C:2]1[CH:7]=[CH:6][C:5]([S:8]([C:9]2[CH:14]=[CH:13][CH:12]=[CH:11][CH:10]=2)(=[O:18])=[O:24])=[CH:4][C:3]=1[N+:15]([O-:17])=[O:16], predict the reactants needed to synthesize it. (3) Given the product [C:1]1([S:7]([C:10]2[CH:11]=[CH:12][C:13]([C:26]([F:28])([F:29])[F:27])=[C:14]([S:16]([NH:19][CH:20]3[CH2:25][CH2:24][N:23]([CH2:36][C:35]([OH:38])=[O:34])[CH2:22][CH2:21]3)(=[O:18])=[O:17])[CH:15]=2)(=[O:9])=[O:8])[CH:2]=[CH:3][CH:4]=[CH:5][CH:6]=1, predict the reactants needed to synthesize it. The reactants are: [C:1]1([S:7]([C:10]2[CH:11]=[CH:12][C:13]([C:26]([F:29])([F:28])[F:27])=[C:14]([S:16]([NH:19][CH:20]3[CH2:25][CH2:24][NH:23][CH2:22][CH2:21]3)(=[O:18])=[O:17])[CH:15]=2)(=[O:9])=[O:8])[CH:6]=[CH:5][CH:4]=[CH:3][CH:2]=1.C([O:34][C:35](=[O:38])[CH2:36]Br)(C)(C)C.C(N(CC)CC)C. (4) Given the product [CH2:27]([O:26][C:25](=[O:34])[N:24]([C@@H:15]([C:16]1[CH:21]=[CH:20][CH:19]=[C:18]([C:22](=[NH:23])[NH:36][OH:37])[CH:17]=1)[CH2:14][N:11]1[CH2:12][CH2:13][C@H:9]([O:8][Si:1]([C:4]([CH3:7])([CH3:6])[CH3:5])([CH3:3])[CH3:2])[CH2:10]1)[CH3:35])[C:28]1[CH:33]=[CH:32][CH:31]=[CH:30][CH:29]=1, predict the reactants needed to synthesize it. The reactants are: [Si:1]([O:8][CH:9]1[CH2:13][CH2:12][N:11]([CH2:14][CH:15]([N:24]([CH3:35])[C:25](=[O:34])[O:26][CH2:27][C:28]2[CH:33]=[CH:32][CH:31]=[CH:30][CH:29]=2)[C:16]2[CH:21]=[CH:20][CH:19]=[C:18]([C:22]#[N:23])[CH:17]=2)[CH2:10]1)([C:4]([CH3:7])([CH3:6])[CH3:5])([CH3:3])[CH3:2].[NH2:36][OH:37].Cl.C(N(CC)CC)C. (5) The reactants are: [CH2:1]([C:7]1[CH:8]=[C:9]([C:13]2[N:17]([CH3:18])[C:16]([C:19]([OH:21])=O)=[C:15]([I:22])[N:14]=2)[CH:10]=[CH:11][CH:12]=1)[CH2:2][CH2:3][CH2:4][CH2:5][CH3:6].CN(C(ON1N=NC2C=CC=NC1=2)=[N+](C)C)C.F[P-](F)(F)(F)(F)F.CCN(CC)CC.[N:54]1([CH:59]2[CH2:64][CH2:63][NH:62][CH2:61][CH2:60]2)[CH2:58][CH2:57][CH2:56][CH2:55]1. Given the product [CH2:1]([C:7]1[CH:8]=[C:9]([C:13]2[N:17]([CH3:18])[C:16]([C:19]([N:62]3[CH2:63][CH2:64][CH:59]([N:54]4[CH2:58][CH2:57][CH2:56][CH2:55]4)[CH2:60][CH2:61]3)=[O:21])=[C:15]([I:22])[N:14]=2)[CH:10]=[CH:11][CH:12]=1)[CH2:2][CH2:3][CH2:4][CH2:5][CH3:6], predict the reactants needed to synthesize it.